This data is from Catalyst prediction with 721,799 reactions and 888 catalyst types from USPTO. The task is: Predict which catalyst facilitates the given reaction. (1) Reactant: [NH2:1][C:2]([NH2:4])=[O:3].[N+:5]([C:8]1[CH:16]=[C:12]([C:13](O)=[O:14])[C:11](N)=[CH:10][CH:9]=1)([O-:7])=[O:6]. Product: [N+:5]([C:8]1[CH:16]=[C:12]2[C:11](=[CH:10][CH:9]=1)[NH:4][C:2](=[O:3])[NH:1][C:13]2=[O:14])([O-:7])=[O:6]. The catalyst class is: 6. (2) Reactant: [OH-].[Na+].[F:3][C:4]1[C:5]([O:14][CH2:15][CH2:16][O:17][CH3:18])=[N:6][CH:7]=[C:8]([CH:13]=1)[C:9]([O:11]C)=[O:10].Cl. Product: [F:3][C:4]1[C:5]([O:14][CH2:15][CH2:16][O:17][CH3:18])=[N:6][CH:7]=[C:8]([CH:13]=1)[C:9]([OH:11])=[O:10]. The catalyst class is: 36.